Dataset: Full USPTO retrosynthesis dataset with 1.9M reactions from patents (1976-2016). Task: Predict the reactants needed to synthesize the given product. The reactants are: C([O:5][C:6]([NH:8][CH:9]([CH2:13][C:14]1[CH:19]=[CH:18][C:17]([OH:20])=[CH:16][CH:15]=1)[C:10]([O-:12])=O)=[O:7])(C)(C)C.Br[CH2:22][CH2:23][CH2:24][O:25][Si:26]([C:29]([CH3:32])([CH3:31])[CH3:30])([CH3:28])[CH3:27]. Given the product [Si:26]([O:12][CH2:10][C@H:9]1[C@H:13]([C:14]2[CH:15]=[CH:16][C:17]([O:20][CH2:22][CH2:23][CH2:24][O:25][Si:26]([C:29]([CH3:32])([CH3:31])[CH3:30])([CH3:28])[CH3:27])=[CH:18][CH:19]=2)[O:7][C:6](=[O:5])[NH:8]1)([C:29]([CH3:32])([CH3:31])[CH3:30])([CH3:28])[CH3:27], predict the reactants needed to synthesize it.